This data is from Full USPTO retrosynthesis dataset with 1.9M reactions from patents (1976-2016). The task is: Predict the reactants needed to synthesize the given product. (1) Given the product [C:1]([O:5][C:6]([N:8]1[CH2:14][CH2:13][CH2:12][CH:11]([O:15][CH2:36][C:37]2[C:38]([C:45]3[C:46]([Cl:52])=[CH:47][CH:48]=[CH:49][C:50]=3[Cl:51])=[N:39][O:40][C:41]=2[CH:42]2[CH2:44][CH2:43]2)[CH2:10][CH2:9]1)=[O:7])([CH3:4])([CH3:2])[CH3:3], predict the reactants needed to synthesize it. The reactants are: [C:1]([O:5][C:6]([N:8]1[CH2:14][CH2:13][CH2:12][CH:11]([OH:15])[CH2:10][CH2:9]1)=[O:7])([CH3:4])([CH3:3])[CH3:2].C1OCCOCCOCCOCCOCCOC1.[K].Br[CH2:36][C:37]1[C:38]([C:45]2[C:50]([Cl:51])=[CH:49][CH:48]=[CH:47][C:46]=2[Cl:52])=[N:39][O:40][C:41]=1[CH:42]1[CH2:44][CH2:43]1. (2) Given the product [CH3:23][O:24][C:25](=[O:26])[C:27]1[CH:32]=[CH:31][CH:30]=[CH:29][C:28]=1[C:2]1[CH:22]=[CH:21][C:5]2[NH:6][C:7]([CH2:9][O:10][C:11]3[CH:16]=[CH:15][C:14]([C:17]([F:20])([F:19])[F:18])=[CH:13][CH:12]=3)=[N:8][C:4]=2[CH:3]=1, predict the reactants needed to synthesize it. The reactants are: Br[C:2]1[CH:22]=[CH:21][C:5]2[NH:6][C:7]([CH2:9][O:10][C:11]3[CH:16]=[CH:15][C:14]([C:17]([F:20])([F:19])[F:18])=[CH:13][CH:12]=3)=[N:8][C:4]=2[CH:3]=1.[CH3:23][O:24][C:25]([C:27]1[CH:32]=[CH:31][CH:30]=[CH:29][C:28]=1B(O)O)=[O:26].C(=O)([O-])[O-].[Na+].[Na+]. (3) Given the product [Cl:1][C:2]1[CH:3]=[CH:4][C:5]([C:8]2[S:9][C:10]([C:20](=[O:29])[C:21]3[CH:22]=[CH:23][C:24]([O:27][CH3:28])=[CH:25][CH:26]=3)=[CH:11][C:12]=2[CH:13]([CH3:30])[C:14]([O:16][CH2:17][CH3:19])=[O:15])=[CH:6][CH:7]=1, predict the reactants needed to synthesize it. The reactants are: [Cl:1][C:2]1[CH:7]=[CH:6][C:5]([C:8]2[S:9][C:10]([C:20](=[O:29])[C:21]3[CH:26]=[CH:25][C:24]([O:27][CH3:28])=[CH:23][CH:22]=3)=[CH:11][C:12]=2[CH2:13][C:14]([O:16][CH:17]([CH3:19])C)=[O:15])=[CH:4][CH:3]=1.[CH3:30][Si]([N-][Si](C)(C)C)(C)C.[Li+].[Cl-].COC.[Cl-].[NH4+]. (4) The reactants are: [CH:1]1([NH:7][C:8]([CH:10]2[CH2:15][CH2:14][N:13]([CH:16]([C:18]3[CH:23]=[CH:22][CH:21]=[C:20]([N+:24]([O-])=O)[CH:19]=3)[CH3:17])[CH2:12][CH2:11]2)=[O:9])[CH2:6][CH2:5][CH2:4][CH2:3][CH2:2]1. Given the product [CH:1]1([NH:7][C:8]([CH:10]2[CH2:11][CH2:12][N:13]([CH:16]([C:18]3[CH:23]=[CH:22][CH:21]=[C:20]([NH2:24])[CH:19]=3)[CH3:17])[CH2:14][CH2:15]2)=[O:9])[CH2:2][CH2:3][CH2:4][CH2:5][CH2:6]1, predict the reactants needed to synthesize it.